The task is: Predict the reaction yield, written as a fraction of the theoretical maximum amount of product (1.0 means a 100% yield; for example, 0.34 means a 34% yield).. This data is from Reaction yield outcomes from USPTO patents with 853,638 reactions. The reactants are [CH:1]1([CH2:6][C@@H:7]([C:19]([NH:21][NH:22][C:23]2[C:28]([F:29])=[C:27]([N:30]3[CH2:33][C:32]([CH3:39])([N:34]4[CH2:38][CH2:37][CH2:36][CH2:35]4)[CH2:31]3)[N:26]=[C:25]([CH3:40])[N:24]=2)=[O:20])[CH2:8][N:9]([O:12]C2CCCCO2)[CH:10]=[O:11])[CH2:5][CH2:4][CH2:3][CH2:2]1.CC(O)=O. The catalyst is O. The product is [CH:1]1([CH2:6][C@@H:7]([C:19]([NH:21][NH:22][C:23]2[C:28]([F:29])=[C:27]([N:30]3[CH2:31][C:32]([CH3:39])([N:34]4[CH2:38][CH2:37][CH2:36][CH2:35]4)[CH2:33]3)[N:26]=[C:25]([CH3:40])[N:24]=2)=[O:20])[CH2:8][N:9]([OH:12])[CH:10]=[O:11])[CH2:2][CH2:3][CH2:4][CH2:5]1. The yield is 0.640.